Predict which catalyst facilitates the given reaction. From a dataset of Catalyst prediction with 721,799 reactions and 888 catalyst types from USPTO. (1) Reactant: [H-].[H-].[H-].[H-].[Li+].[Al+3].[F:7][C:8]1[CH:13]=[CH:12][C:11]([C:14]2[N:15]=[C:16](/[CH:24]=[CH:25]/[C:26]3[CH:31]=[CH:30][C:29]([N:32]4[CH:36]=[C:35]([CH3:37])[N:34]=[CH:33]4)=[C:28]([O:38][CH3:39])[CH:27]=3)[N:17]3[CH2:22][CH2:21][O:20][C:19](=[O:23])[C:18]=23)=[CH:10][CH:9]=1.O.[OH-].[Na+].[CH2:43]1COCC1. Product: [F:7][C:8]1[CH:9]=[CH:10][C:11]([C:14]2[N:15]=[C:16](/[CH:24]=[CH:25]/[C:26]3[CH:31]=[CH:30][C:29]([N:32]4[CH:36]=[C:35]([CH3:37])[N:34]=[CH:33]4)=[C:28]([O:38][CH3:39])[CH:27]=3)[N:17]3[CH2:22][CH2:21][O:20][CH2:19][C:18]=23)=[CH:12][CH:13]=1.[F:7][C:8]1[CH:9]=[CH:10][C:11]([C:14]2[N:15]=[C:16](/[CH:24]=[CH:25]/[C:26]3[CH:31]=[CH:30][C:29]([N:32]4[CH:36]=[C:35]([CH3:37])[N:34]=[CH:33]4)=[C:28]([O:38][CH3:39])[CH:27]=3)[N:17]([CH2:22][CH2:21][OH:20])[C:18]=2[CH2:19][O:23][CH3:43])=[CH:12][CH:13]=1. The catalyst class is: 5. (2) Reactant: [CH3:1][C:2]1[CH:8]=[CH:7][C:5]([NH2:6])=[CH:4][C:3]=1[N+:9]([O-:11])=[O:10].[C:12]([C:14]([C:17]1[CH:18]=[C:19]([CH:23]=[CH:24][CH:25]=1)[C:20](Cl)=[O:21])([CH3:16])[CH3:15])#[N:13].Cl. Product: [C:12]([C:14]([C:17]1[CH:18]=[C:19]([CH:23]=[CH:24][CH:25]=1)[C:20]([NH:6][C:5]1[CH:7]=[CH:8][C:2]([CH3:1])=[C:3]([N+:9]([O-:11])=[O:10])[CH:4]=1)=[O:21])([CH3:16])[CH3:15])#[N:13]. The catalyst class is: 537. (3) Reactant: [CH3:1][C:2]1[NH:6][C:5]([NH2:7])=[N:4][CH:3]=1.C(N(C(C)C)CC)(C)C.[O:17]=[C:18]1[CH2:29][CH2:28][CH:27]=[CH:26][CH2:25][C@@H:24]([CH2:30][C:31](O)=[O:32])[C:23](=[O:34])[O:22][CH2:21][C@@H:20]([C:35]2[CH:40]=[CH:39][CH:38]=[CH:37][CH:36]=2)[NH:19]1.ON1C2N=CC=CC=2N=N1.C(N=C=NCCCN(C)C)C. Product: [O:17]=[C:18]1[CH2:29][CH2:28][CH:27]=[CH:26][CH2:25][C@@H:24]([CH2:30][C:31]([NH:7][C:5]2[NH:6][C:2]([CH3:1])=[CH:3][N:4]=2)=[O:32])[C:23](=[O:34])[O:22][CH2:21][C@@H:20]([C:35]2[CH:36]=[CH:37][CH:38]=[CH:39][CH:40]=2)[NH:19]1. The catalyst class is: 31.